From a dataset of Forward reaction prediction with 1.9M reactions from USPTO patents (1976-2016). Predict the product of the given reaction. (1) Given the reactants [I:1]I.[NH2:3][C:4]1[CH:14]=[CH:13][C:7]([C:8]([O:10][CH2:11][CH3:12])=[O:9])=[CH:6][C:5]=1[O:15][CH2:16][O:17][CH3:18], predict the reaction product. The product is: [NH2:3][C:4]1[C:5]([O:15][CH2:16][O:17][CH3:18])=[CH:6][C:7]([C:8]([O:10][CH2:11][CH3:12])=[O:9])=[CH:13][C:14]=1[I:1]. (2) Given the reactants [CH3:1][O:2][C:3]1[C:8]2[NH:9][CH:10]([CH2:13][NH2:14])[CH2:11][O:12][C:7]=2[CH:6]=[CH:5][CH:4]=1.[C:15](OC(=O)C)(=[O:17])[CH3:16], predict the reaction product. The product is: [CH3:1][O:2][C:3]1[C:8]2[NH:9][CH:10]([CH2:13][NH:14][C:15](=[O:17])[CH3:16])[CH2:11][O:12][C:7]=2[CH:6]=[CH:5][CH:4]=1. (3) Given the reactants [O:1]1[CH2:6][CH2:5][O:4][C:3]2[CH:7]=[C:8]([C:11]([OH:13])=O)[CH:9]=[CH:10][C:2]1=2.CN(C(ON1N=NC2C1=CC=CC=2)=[N+](C)C)C.F[P-](F)(F)(F)(F)F.C(N(C(C)C)CC)(C)C.Cl.[N:48]12[CH2:55][CH2:54][CH:51]([CH2:52][CH2:53]1)[C@@H:50]([NH2:56])[CH2:49]2, predict the reaction product. The product is: [N:48]12[CH2:55][CH2:54][CH:51]([CH2:52][CH2:53]1)[C@@H:50]([NH:56][C:11]([C:8]1[CH:9]=[CH:10][C:2]3[O:1][CH2:6][CH2:5][O:4][C:3]=3[CH:7]=1)=[O:13])[CH2:49]2. (4) Given the reactants [Br:1][C:2]1[CH:7]=[CH:6][CH:5]=[CH:4][C:3]=1I.[CH3:9][C:10]1[CH:16]=[CH:15][CH:14]=[C:13]([CH3:17])[C:11]=1[NH2:12].C1(P(C2C=CC=CC=2)C2C=CC=CC=2OC2C=CC=CC=2P(C2C=CC=CC=2)C2C=CC=CC=2)C=CC=CC=1.CC(C)([O-])C.[Na+], predict the reaction product. The product is: [Br:1][C:2]1[CH:7]=[CH:6][CH:5]=[CH:4][C:3]=1[NH:12][C:11]1[C:13]([CH3:17])=[CH:14][CH:15]=[CH:16][C:10]=1[CH3:9]. (5) The product is: [O:1]1[CH:6]([C:7]([N:30]2[CH2:31][CH2:32][N:27]([C:22]3[CH:33]=[CH:24][CH:25]=[CH:26][C:21]=3[CH2:20][O:19][CH3:18])[CH2:28][CH2:29]2)=[O:9])[CH2:5][S:4][C:3]2[CH:10]=[CH:11][CH:12]=[CH:13][C:2]1=2. Given the reactants [O:1]1[CH:6]([C:7]([OH:9])=O)[CH2:5][S:4][C:3]2[CH:10]=[CH:11][CH:12]=[CH:13][C:2]1=2.S(Cl)(Cl)=O.[CH3:18][O:19][CH2:20][C:21]1[C:22]([N:27]2[CH2:32][CH2:31][NH:30][CH2:29][CH2:28]2)=N[CH:24]=[CH:25][CH:26]=1.[CH2:33](N(CC)CC)C, predict the reaction product. (6) The product is: [CH2:24]([C:21]1[CH:22]=[N:23][C:18]([N:15]2[CH2:14][CH2:13][CH:12]([N:7]3[C:8]4[C:4](=[CH:3][C:2]([C:34]5[CH:35]=[CH:36][C:37]([NH:40][S:41]([CH3:44])(=[O:42])=[O:43])=[CH:38][CH:39]=5)=[C:10]([F:11])[CH:9]=4)[CH:5]=[CH:6]3)[CH2:17][CH2:16]2)=[N:19][CH:20]=1)[CH3:25]. Given the reactants Br[C:2]1[CH:3]=[C:4]2[C:8](=[CH:9][C:10]=1[F:11])[N:7]([CH:12]1[CH2:17][CH2:16][N:15]([C:18]3[N:23]=[CH:22][C:21]([CH2:24][CH3:25])=[CH:20][N:19]=3)[CH2:14][CH2:13]1)[CH:6]=[CH:5]2.CC1(C)C(C)(C)OB([C:34]2[CH:39]=[CH:38][C:37]([NH:40][S:41]([CH3:44])(=[O:43])=[O:42])=[CH:36][CH:35]=2)O1, predict the reaction product. (7) Given the reactants [CH:1]1([NH:7][C:8]2[C:9]3[CH:19]=[CH:18][NH:17][C:10]=3[N:11]=[CH:12][C:13]=2[N+:14]([O-])=O)[CH2:6][CH2:5][CH2:4][CH2:3][CH2:2]1.O.O.[Sn](Cl)Cl, predict the reaction product. The product is: [CH:1]1([NH:7][C:8]2[C:13]([NH2:14])=[CH:12][N:11]=[C:10]3[NH:17][CH:18]=[CH:19][C:9]=23)[CH2:2][CH2:3][CH2:4][CH2:5][CH2:6]1. (8) Given the reactants CN(C(ON1N=NC2C=CC=NC1=2)=[N+](C)C)C.F[P-](F)(F)(F)(F)F.[NH2:25][CH2:26][C:27](=[C:29]1[CH2:34][CH2:33][CH2:32][N:31]([C:35]2[C:44]([O:45][CH3:46])=[C:43]3[C:38]([C:39](=[O:53])[C:40]([C:50]([OH:52])=[O:51])=[CH:41][N:42]3[CH:47]3[CH2:49][CH2:48]3)=[CH:37][C:36]=2[F:54])[CH2:30]1)[F:28].[C:55]([O:59][C:60]([NH:62][C@@H:63]([CH2:67][N:68]([CH3:70])[CH3:69])[C:64](O)=[O:65])=[O:61])([CH3:58])([CH3:57])[CH3:56].CCN(C(C)C)C(C)C, predict the reaction product. The product is: [C:55]([O:59][C:60]([NH:62][C@@H:63]([CH2:67][N:68]([CH3:70])[CH3:69])[C:64]([NH:25][CH2:26][C:27](=[C:29]1[CH2:34][CH2:33][CH2:32][N:31]([C:35]2[C:44]([O:45][CH3:46])=[C:43]3[C:38]([C:39](=[O:53])[C:40]([C:50]([OH:52])=[O:51])=[CH:41][N:42]3[CH:47]3[CH2:49][CH2:48]3)=[CH:37][C:36]=2[F:54])[CH2:30]1)[F:28])=[O:65])=[O:61])([CH3:58])([CH3:57])[CH3:56]. (9) Given the reactants [CH2:1]([Sn:5](=[O:10])[CH2:6][CH2:7][CH2:8][CH3:9])[CH2:2][CH2:3][CH3:4].[CH2:11]([CH:13]([CH2:16][CH2:17][CH2:18][CH3:19])[CH2:14][OH:15])[CH3:12], predict the reaction product. The product is: [CH2:1]([Sn:5]([CH2:6][CH2:7][CH2:8][CH3:9])([O:15][CH2:14][CH:13]([CH2:11][CH3:12])[CH2:16][CH2:17][CH2:18][CH3:19])[O:10][Sn:5]([CH2:6][CH2:7][CH2:8][CH3:9])([CH2:1][CH2:2][CH2:3][CH3:4])[O:15][CH2:14][CH:13]([CH2:11][CH3:12])[CH2:16][CH2:17][CH2:18][CH3:19])[CH2:2][CH2:3][CH3:4]. (10) Given the reactants Br[C:2]1[CH:6]=[CH:5][N:4]([C:7]2[CH:12]=[CH:11][C:10]([Cl:13])=[CH:9][CH:8]=2)[C:3]=1[CH2:14][O:15][C:16]1[CH:21]=[CH:20][C:19]([CH2:22][CH2:23][C:24]([O:26][CH2:27][CH3:28])=[O:25])=[C:18]([F:29])[C:17]=1[F:30].O.[CH3:32][N:33](C=O)C, predict the reaction product. The product is: [Cl:13][C:10]1[CH:11]=[CH:12][C:7]([N:4]2[CH:5]=[CH:6][C:2]([C:32]#[N:33])=[C:3]2[CH2:14][O:15][C:16]2[CH:21]=[CH:20][C:19]([CH2:22][CH2:23][C:24]([O:26][CH2:27][CH3:28])=[O:25])=[C:18]([F:29])[C:17]=2[F:30])=[CH:8][CH:9]=1.